This data is from Full USPTO retrosynthesis dataset with 1.9M reactions from patents (1976-2016). The task is: Predict the reactants needed to synthesize the given product. (1) Given the product [C:35]1([C:8]([N:4]2[CH2:5][CH2:6][CH2:7][C@@H:2]([CH3:1])[C@H:3]2[CH2:23][N:24]2[C:25](=[O:34])[C:26]3[C:31](=[CH:30][CH:29]=[CH:28][CH:27]=3)[C:32]2=[O:33])=[O:22])[C:44]2[C:39](=[CH:40][CH:41]=[CH:42][CH:43]=2)[CH:38]=[CH:37][N:36]=1, predict the reactants needed to synthesize it. The reactants are: [CH3:1][C@@H:2]1[CH2:7][CH2:6][CH2:5][N:4]([C:8](=[O:22])C2C=C(C)C=CC=2C2C=NN(C)C=2)[C@@H:3]1[CH2:23][N:24]1[C:32](=[O:33])[C:31]2[C:26](=[CH:27][CH:28]=[CH:29][CH:30]=2)[C:25]1=[O:34].[C:35]1(C(O)=O)[C:44]2[C:39](=[CH:40][CH:41]=[CH:42][CH:43]=2)[CH:38]=[CH:37][N:36]=1. (2) The reactants are: [Cl:1][C:2]1[N:3]=[C:4]([N:17]2[CH2:22][CH2:21][O:20][CH2:19][CH2:18]2)[C:5]2[O:10][C:9]3[N:11]=[CH:12][C:13]([CH:15]=O)=[CH:14][C:8]=3[C:6]=2[N:7]=1.[CH3:23][O:24][CH2:25][CH2:26][N:27]1[CH2:32][CH2:31][NH:30][CH2:29][CH2:28]1.[BH-](OC(C)=O)(OC(C)=O)OC(C)=O.[Na+].[BH3-]C#N.[Na+]. Given the product [Cl:1][C:2]1[N:3]=[C:4]([N:17]2[CH2:18][CH2:19][O:20][CH2:21][CH2:22]2)[C:5]2[O:10][C:9]3[N:11]=[CH:12][C:13]([CH2:15][N:30]4[CH2:31][CH2:32][N:27]([CH2:26][CH2:25][O:24][CH3:23])[CH2:28][CH2:29]4)=[CH:14][C:8]=3[C:6]=2[N:7]=1, predict the reactants needed to synthesize it.